This data is from Forward reaction prediction with 1.9M reactions from USPTO patents (1976-2016). The task is: Predict the product of the given reaction. (1) Given the reactants Cl[C:2]1[S:6][N:5]=[C:4]([CH3:7])[N:3]=1.[CH3:8][C:9]1[N:13]=[C:12](N)O[N:10]=1.[CH3:15][C:16]1(C)C2C(=C(P(C3C=CC=CC=3)C3C=CC=CC=3)C=CC=2)OC2C(P(C3C=CC=CC=3)C3C=CC=CC=3)=CC=CC1=2.C([O-])([O-])=O.[Cs+].[Cs+], predict the reaction product. The product is: [CH3:7][C:4]1[N:3]=[C:2]([NH:8][C:9]2[CH:10]=[CH:16][CH:15]=[CH:12][N:13]=2)[S:6][N:5]=1. (2) Given the reactants C(OC1C=C(F)C=C2C=1C(CC(N1CC3C(=CC=CC=3)C1)=O)=C[N:13]2CC)C1C=CC=CC=1.[CH2:33]([N:36]1[C:44]2[C:39](=[C:40]3[O:48][CH2:47][CH2:46][O:45][C:41]3=[CH:42][CH:43]=2)[C:38]([CH2:49][C:50]([OH:52])=O)=[CH:37]1)[CH2:34][CH3:35], predict the reaction product. The product is: [CH2:33]([N:36]1[C:44]2[C:39](=[C:40]3[O:48][CH2:47][CH2:46][O:45][C:41]3=[CH:42][CH:43]=2)[C:38]([CH2:49][C:50]([NH2:13])=[O:52])=[CH:37]1)[CH2:34][CH3:35].